This data is from Experimentally validated miRNA-target interactions with 360,000+ pairs, plus equal number of negative samples. The task is: Binary Classification. Given a miRNA mature sequence and a target amino acid sequence, predict their likelihood of interaction. The miRNA is hsa-miR-376c-5p with sequence GGUGGAUAUUCCUUCUAUGUU. The protein sequence of the target gene is MASQNRDPAAASVAAVRKGAEPCGGAARGPVGKRLQQELMILMTSGDKGISAFPESDNLFKWVGTIHGAAGTVYEDLRYKLSLEFPSGYPYNAPTVKFLTPCYHPNVDTQGNICLDILKDKWSALYDVRTILLSIQSLLGEPNIDSPLNTHAAELWKNPTAFKKYLQETYSKQVSSQDP. Result: 0 (no interaction).